Dataset: Peptide-MHC class I binding affinity with 185,985 pairs from IEDB/IMGT. Task: Regression. Given a peptide amino acid sequence and an MHC pseudo amino acid sequence, predict their binding affinity value. This is MHC class I binding data. (1) The peptide sequence is SPAIFQCSM. The binding affinity (normalized) is 0. The MHC is HLA-A26:01 with pseudo-sequence HLA-A26:01. (2) The peptide sequence is YTYLSRRL. The MHC is H-2-Db with pseudo-sequence H-2-Db. The binding affinity (normalized) is 0. (3) The peptide sequence is RTAPPSLYGR. The MHC is HLA-A68:01 with pseudo-sequence HLA-A68:01. The binding affinity (normalized) is 0.785. (4) The peptide sequence is ALLENIHRV. The MHC is HLA-A69:01 with pseudo-sequence HLA-A69:01. The binding affinity (normalized) is 0.643. (5) The peptide sequence is IYDFYNAEY. The MHC is HLA-A31:01 with pseudo-sequence HLA-A31:01. The binding affinity (normalized) is 0.0847. (6) The peptide sequence is TPVEHGLVL. The MHC is HLA-A31:01 with pseudo-sequence HLA-A31:01. The binding affinity (normalized) is 0.0847. (7) The peptide sequence is QVKDNIISRT. The MHC is HLA-A68:02 with pseudo-sequence HLA-A68:02. The binding affinity (normalized) is 0.0670. (8) The peptide sequence is YNIDRLNAL. The MHC is HLA-B39:01 with pseudo-sequence HLA-B39:01. The binding affinity (normalized) is 0.305. (9) The peptide sequence is KRYIYKVLPQ. The MHC is Mamu-B03 with pseudo-sequence Mamu-B03. The binding affinity (normalized) is 0.764.